From a dataset of Reaction yield outcomes from USPTO patents with 853,638 reactions. Predict the reaction yield, written as a fraction of the theoretical maximum amount of product (1.0 means a 100% yield; for example, 0.34 means a 34% yield). (1) The reactants are [CH:1]([C:4]1[CH:9]=[CH:8][CH:7]=[C:6]([CH:10]([CH3:12])[CH3:11])[C:5]=1[N:13]1[CH2:17][C:16](=[NH:18])[N:15]([C:19]2[C:24]([CH:25]([CH3:27])[CH3:26])=[CH:23][CH:22]=[CH:21][C:20]=2[CH:28]([CH3:30])[CH3:29])[CH2:14]1)([CH3:3])[CH3:2].[Cl-:31].[Cl-].[Cl-].[CH:34]1([Ti+3:39])[CH:38]=[CH:37][CH:36]=[CH:35]1.C(N(CC)CC)C. The catalyst is C1(C)C=CC=CC=1. The product is [Cl-:31].[Cl-:31].[CH:34]1([Ti+2:39])[CH:38]=[CH:37][CH:36]=[CH:35]1.[CH:1]([C:4]1[CH:9]=[CH:8][CH:7]=[C:6]([CH:10]([CH3:12])[CH3:11])[C:5]=1[N:13]1[CH2:17][C:16](=[NH:18])[N:15]([C:19]2[C:20]([CH:28]([CH3:30])[CH3:29])=[CH:21][CH:22]=[CH:23][C:24]=2[CH:25]([CH3:27])[CH3:26])[CH2:14]1)([CH3:3])[CH3:2]. The yield is 0.460. (2) The reactants are C([O:9][C@@H:10]1[C@@H:37]([O:38]C(=O)C2C=CC=CC=2)[C@H:36]([O:47]C(=O)C2C=CC=CC=2)[C@@H:35]([C@H:56]([CH3:66])[O:57]C(=O)C2C=CC=CC=2)[O:34][C@H:11]1[O:12][C:13]1[CH:18]=[C:17]([CH2:19][O:20]C(=O)C)[CH:16]=[CH:15][C:14]=1[CH2:24][C:25]1[CH:30]=[CH:29][C:28]([O:31][CH3:32])=[CH:27][C:26]=1[F:33])(=O)C1C=CC=CC=1.C(=O)([O-])[O-].[K+].[K+]. The catalyst is O1CCCC1.CO. The product is [O:12]([C:13]1[CH:18]=[C:17]([CH2:19][OH:20])[CH:16]=[CH:15][C:14]=1[CH2:24][C:25]1[CH:30]=[CH:29][C:28]([O:31][CH3:32])=[CH:27][C:26]=1[F:33])[C@@H:11]1[O:34][C@H:35]([C@@H:56]([CH3:66])[OH:57])[C@@H:36]([OH:47])[C@H:37]([OH:38])[C@H:10]1[OH:9]. The yield is 0.404. (3) The yield is 0.970. The reactants are [N+:26]([C:17]1[CH:18]=[C:19]([CH:24]=[CH:25][C:16]=1[S:15][S:15][C:16]1[CH:25]=[CH:24][C:19]([C:20]([O:22][CH3:23])=[O:21])=[CH:18][C:17]=1[N+:26]([O-])=O)[C:20]([O:22][CH3:23])=[O:21])([O-])=O.[Sn].Cl.[CH2:31](O)C. The catalyst is C(O)=O.O.[Zn]. The product is [S:15]1[C:16]2[CH:25]=[CH:24][C:19]([C:20]([O:22][CH3:23])=[O:21])=[CH:18][C:17]=2[N:26]=[CH:31]1.